This data is from Reaction yield outcomes from USPTO patents with 853,638 reactions. The task is: Predict the reaction yield, written as a fraction of the theoretical maximum amount of product (1.0 means a 100% yield; for example, 0.34 means a 34% yield). (1) The reactants are [Cl:1][C:2]1[CH:3]=[C:4]([O:21][CH3:22])[C:5]2[NH:10][C:9](=O)[C@H:8]([CH2:12][C:13](OC(C)(C)C)=[O:14])[NH:7][C:6]=2[N:20]=1. The catalyst is C1COCC1. The product is [Cl:1][C:2]1[CH:3]=[C:4]([O:21][CH3:22])[C:5]2[NH:10][CH2:9][C@H:8]([CH2:12][CH2:13][OH:14])[NH:7][C:6]=2[N:20]=1. The yield is 0.790. (2) The reactants are C([O:3][C:4](=[O:40])[C:5]1[CH:10]=[CH:9][CH:8]=[C:7]([N:11]2[CH:19]=[N:18][C:17]3[C:16](=[O:20])[N:15]([C:21]4[CH:26]=[CH:25][C:24]([Cl:27])=[CH:23][CH:22]=4)[C:14]([C:28]4[CH:33]=[CH:32][C:31]([C:34]5[CH:39]=[CH:38][CH:37]=[CH:36][CH:35]=5)=[CH:30][CH:29]=4)=[N:13][C:12]2=3)[CH:6]=1)C.[Li+].[OH-]. The catalyst is C1COCC1.CO.O.O. The product is [C:31]1([C:34]2[CH:35]=[CH:36][CH:37]=[CH:38][CH:39]=2)[CH:32]=[CH:33][C:28]([C:14]2[N:15]([C:21]3[CH:26]=[CH:25][C:24]([Cl:27])=[CH:23][CH:22]=3)[C:16](=[O:20])[C:17]3[N:18]=[CH:19][N:11]([C:7]4[CH:6]=[C:5]([CH:10]=[CH:9][CH:8]=4)[C:4]([OH:40])=[O:3])[C:12]=3[N:13]=2)=[CH:29][CH:30]=1. The yield is 0.820. (3) The reactants are [C:1]([O:5][C:6](=[O:25])[NH:7][CH2:8][C:9]([C:18]1[CH:23]=[CH:22][C:21]([Cl:24])=[CH:20][CH:19]=1)([OH:17])[C:10]1[CH:15]=[CH:14][C:13](I)=[CH:12][CH:11]=1)([CH3:4])([CH3:3])[CH3:2].CC1(C)C(C)(C)OB([C:34]2[CH:35]=[N:36][NH:37][CH:38]=2)O1.P([O-])([O-])([O-])=O.[K+].[K+].[K+].B(O)O.N1C=CC=N1. The catalyst is C(O)C.CO.C1(C)C=CC=CC=1.O. The product is [C:1]([O:5][C:6](=[O:25])[NH:7][CH2:8][C:9]([C:18]1[CH:23]=[CH:22][C:21]([Cl:24])=[CH:20][CH:19]=1)([OH:17])[C:10]1[CH:15]=[CH:14][C:13]([C:34]2[CH:35]=[N:36][NH:37][CH:38]=2)=[CH:12][CH:11]=1)([CH3:4])([CH3:3])[CH3:2]. The yield is 0.580. (4) The reactants are [O:1]1[CH:5]=[CH:4][CH:3]=[C:2]1[C:6]1[N:10]([C:11]2[CH:16]=[CH:15][C:14]([O:17][CH3:18])=[CH:13][CH:12]=2)[N:9]=[C:8]([C:19]([NH2:21])=O)[CH:7]=1.N1C=CC=CC=1.O1CCOCC1.FC(F)(F)C(OC(=O)C(F)(F)F)=O. The catalyst is C(OCC)(=O)C.O. The product is [O:1]1[CH:5]=[CH:4][CH:3]=[C:2]1[C:6]1[N:10]([C:11]2[CH:16]=[CH:15][C:14]([O:17][CH3:18])=[CH:13][CH:12]=2)[N:9]=[C:8]([C:19]#[N:21])[CH:7]=1. The yield is 0.740. (5) The reactants are [N:1]1([S:6]([C:9]2[CH:17]=[CH:16][C:12]([C:13](O)=[O:14])=[CH:11][CH:10]=2)(=[O:8])=[O:7])[CH2:5][CH2:4][CH2:3][CH2:2]1.O=S(Cl)[Cl:20]. No catalyst specified. The product is [N:1]1([S:6]([C:9]2[CH:17]=[CH:16][C:12]([C:13]([Cl:20])=[O:14])=[CH:11][CH:10]=2)(=[O:8])=[O:7])[CH2:5][CH2:4][CH2:3][CH2:2]1. The yield is 0.880.